Task: Predict which catalyst facilitates the given reaction.. Dataset: Catalyst prediction with 721,799 reactions and 888 catalyst types from USPTO Product: [Cl:35][C:20]1[CH:19]=[CH:18][C:17]([C:16]2[C:10]3[N:9]=[CH:8][N:7]([C:1]4[CH:6]=[CH:5][C:4]([O:47][CH3:48])=[CH:3][CH:2]=4)[C:12](=[O:13])[C:11]=3[S:14][CH:15]=2)=[CH:22][CH:21]=1. The catalyst class is: 15. Reactant: [C:1]1([N:7]2[C:12](=[O:13])[C:11]3[S:14][CH:15]=[C:16]([C:17]4[CH:22]=[CH:21][CH:20]=[CH:19][CH:18]=4)[C:10]=3[N:9]=[CH:8]2)[CH:6]=[CH:5][CH:4]=[CH:3][CH:2]=1.NC1C(C2C=CC([Cl:35])=CC=2)=CSC=1C(OC)=O.C([O:47][CH2:48]C)(OCC)OCC.COC1C=CC(N)=CC=1.